From a dataset of Forward reaction prediction with 1.9M reactions from USPTO patents (1976-2016). Predict the product of the given reaction. (1) Given the reactants [Cl:1][C:2]1[CH:7]=[CH:6][CH:5]=[C:4]([Cl:8])[C:3]=1[C:9]1[CH:13]=[C:12]([C:14]2[CH:15]=[C:16]([NH:20][CH2:21][CH2:22][NH:23][C:24](=[O:30])[O:25][C:26]([CH3:29])([CH3:28])[CH3:27])[CH:17]=[CH:18][CH:19]=2)[O:11][N:10]=1.C(N(CC)CC)C.[Cl:38][CH:39]([Cl:43])[C:40](Cl)=[O:41], predict the reaction product. The product is: [Cl:38][CH:39]([Cl:43])[C:40]([N:20]([CH2:21][CH2:22][NH:23][C:24](=[O:30])[O:25][C:26]([CH3:27])([CH3:29])[CH3:28])[C:16]1[CH:17]=[CH:18][CH:19]=[C:14]([C:12]2[O:11][N:10]=[C:9]([C:3]3[C:4]([Cl:8])=[CH:5][CH:6]=[CH:7][C:2]=3[Cl:1])[CH:13]=2)[CH:15]=1)=[O:41]. (2) Given the reactants [CH2:1]=[CH:2][CH:3](O)[CH2:4]/[CH:5]=[CH:6]\[CH2:7]/[CH:8]=[CH:9]\[CH2:10][CH3:11].CN(C)P(=O)(N(C)C)N(C)C.[I+].C[P+](OC1C=CC=CC=1)(OC1C=CC=CC=1)OC1C=CC=CC=1.CCCCC, predict the reaction product. The product is: [CH2:1]=[CH:2]/[CH:3]=[CH:4]/[CH:5]=[CH:6]\[CH2:7]/[CH:8]=[CH:9]\[CH2:10][CH3:11].[CH2:1]=[CH:2]/[CH:3]=[CH:4]/[CH:5]=[CH:6]/[CH2:7]/[CH:8]=[CH:9]\[CH2:10][CH3:11]. (3) Given the reactants [Cl:1][C:2]1[CH:7]=[CH:6][C:5]([CH:8]([C:33]2[CH:38]=[CH:37][C:36]([Cl:39])=[CH:35][CH:34]=2)[C:9]2[CH:10]=[C:11]3[C:16](=[CH:17][CH:18]=2)[N:15]=[CH:14][N:13]=[C:12]3[NH:19][CH:20]2[CH2:25][CH2:24][N:23]([C:26](=[O:32])[CH2:27][CH2:28][C:29]([OH:31])=O)[CH2:22][CH2:21]2)=[CH:4][CH:3]=1.[NH2:40][CH2:41][CH2:42][OH:43].CN(C(ON1N=NC2C=CC=NC1=2)=[N+](C)C)C.F[P-](F)(F)(F)(F)F.CCN(C(C)C)C(C)C, predict the reaction product. The product is: [Cl:1][C:2]1[CH:3]=[CH:4][C:5]([CH:8]([C:33]2[CH:34]=[CH:35][C:36]([Cl:39])=[CH:37][CH:38]=2)[C:9]2[CH:10]=[C:11]3[C:16](=[CH:17][CH:18]=2)[N:15]=[CH:14][N:13]=[C:12]3[NH:19][CH:20]2[CH2:21][CH2:22][N:23]([C:26](=[O:32])[CH2:27][CH2:28][C:29]([NH:40][CH2:41][CH2:42][OH:43])=[O:31])[CH2:24][CH2:25]2)=[CH:6][CH:7]=1. (4) The product is: [F:9][C:5]1[C:6]([CH3:8])=[CH:7][C:2]([C:12]#[N:13])=[C:3]([O:10][CH3:11])[CH:4]=1. Given the reactants Br[C:2]1[CH:7]=[C:6]([CH3:8])[C:5]([F:9])=[CH:4][C:3]=1[O:10][CH3:11].[C:12]([Cu])#[N:13].[Li+].[Cl-].Cl, predict the reaction product. (5) Given the reactants C(N(C(C)C)CC)(C)C.[NH2:10][C:11]1[CH:19]=[CH:18][C:17]([CH3:20])=[CH:16][C:12]=1[C:13]([OH:15])=[O:14].[C:21]1([C:31](Cl)=O)[C:30]2[C:25](=[CH:26][CH:27]=[CH:28][CH:29]=2)[CH:24]=[CH:23][CH:22]=1.CN(C(ON1N=NC2C=CC=NC1=2)=[N+](C)C)C.F[P-](F)(F)(F)(F)F, predict the reaction product. The product is: [CH3:20][C:17]1[CH:18]=[CH:19][C:11]2[N:10]=[C:31]([C:21]3[C:30]4[C:25](=[CH:26][CH:27]=[CH:28][CH:29]=4)[CH:24]=[CH:23][CH:22]=3)[O:14][C:13](=[O:15])[C:12]=2[CH:16]=1. (6) Given the reactants [C:1]([O:5][C:6](=[O:27])[CH2:7][CH2:8][C@@H:9]([CH2:25][OH:26])[CH2:10][C@H:11]1[CH2:15][O:14][C:13]([CH3:17])([CH3:16])[N:12]1[C:18]([O:20][C:21]([CH3:24])([CH3:23])[CH3:22])=[O:19])([CH3:4])([CH3:3])[CH3:2].N1C=CC=CC=1.[S:34](Cl)([C:37]1[CH:43]=[CH:42][C:40]([CH3:41])=[CH:39][CH:38]=1)(=[O:36])=[O:35], predict the reaction product. The product is: [C:1]([O:5][C:6](=[O:27])[CH2:7][CH2:8][C@@H:9]([CH2:25][O:26][S:34]([C:37]1[CH:43]=[CH:42][C:40]([CH3:41])=[CH:39][CH:38]=1)(=[O:36])=[O:35])[CH2:10][C@H:11]1[CH2:15][O:14][C:13]([CH3:17])([CH3:16])[N:12]1[C:18]([O:20][C:21]([CH3:24])([CH3:23])[CH3:22])=[O:19])([CH3:2])([CH3:4])[CH3:3]. (7) Given the reactants [I:1][C:2]1[CH:3]=[C:4]2[C:9](=[CH:10][CH:11]=1)[C:8](=[O:12])[NH:7][C:6](=[O:13])/[C:5]/2=[CH:14]\[NH:15][C:16]1[CH:21]=[CH:20][C:19]([N:22]2[CH2:27][CH2:26][NH:25][CH2:24][CH2:23]2)=[CH:18][CH:17]=1.C(O[BH-](OC(=O)C)OC(=O)C)(=O)C.[Na+].[O:42]1[CH:46]=[CH:45][C:44]([CH:47]=O)=[CH:43]1.C(O)(=O)C.C(=O)(O)[O-].[Na+], predict the reaction product. The product is: [O:42]1[CH:46]=[CH:45][C:44]([CH2:47][N:25]2[CH2:24][CH2:23][N:22]([C:19]3[CH:18]=[CH:17][C:16]([NH:15]/[CH:14]=[C:5]4\[C:6](=[O:13])[NH:7][C:8](=[O:12])[C:9]5[C:4]\4=[CH:3][C:2]([I:1])=[CH:11][CH:10]=5)=[CH:21][CH:20]=3)[CH2:27][CH2:26]2)=[CH:43]1. (8) Given the reactants Cl[CH2:2][CH2:3][CH2:4][C:5]([NH:7][C:8]1[CH:9]=[C:10]([C:18]([O:20][CH3:21])=[O:19])[CH:11]=[C:12]([CH:17]=1)[C:13]([O:15][CH3:16])=[O:14])=[O:6].[H-].[Na+], predict the reaction product. The product is: [O:6]=[C:5]1[CH2:4][CH2:3][CH2:2][N:7]1[C:8]1[CH:9]=[C:10]([C:18]([O:20][CH3:21])=[O:19])[CH:11]=[C:12]([CH:17]=1)[C:13]([O:15][CH3:16])=[O:14]. (9) Given the reactants [NH2:1][C:2]1[N:6]([CH:7]2[CH2:12][CH:11]3[CH2:13][CH:8]2[CH2:9][N:10]3C(OCC2C=CC=CC=2)=O)[N:5]=[C:4]([C:24]2[CH:29]=[CH:28][C:27]([O:30][C:31]3[CH:36]=[CH:35][CH:34]=[CH:33][CH:32]=3)=[CH:26][CH:25]=2)[C:3]=1[C:37]#[N:38].[OH-:39].[Na+].O, predict the reaction product. The product is: [NH2:1][C:2]1[N:6]([CH:7]2[CH2:12][CH:11]3[CH2:13][CH:8]2[CH2:9][NH:10]3)[N:5]=[C:4]([C:24]2[CH:25]=[CH:26][C:27]([O:30][C:31]3[CH:36]=[CH:35][CH:34]=[CH:33][CH:32]=3)=[CH:28][CH:29]=2)[C:3]=1[C:37]([NH2:38])=[O:39].